Dataset: Reaction yield outcomes from USPTO patents with 853,638 reactions. Task: Predict the reaction yield, written as a fraction of the theoretical maximum amount of product (1.0 means a 100% yield; for example, 0.34 means a 34% yield). (1) The reactants are [Cl:1][C:2]1[CH:3]=[N:4][C:5]2[N:6]([N:8]=[C:9]([C:11]([OH:13])=O)[CH:10]=2)[CH:7]=1.[CH3:14][CH:15]1[C:24]2[C:19](=[CH:20][CH:21]=[C:22]([C:25]([F:28])([F:27])[F:26])[CH:23]=2)[CH2:18][CH2:17][NH:16]1. No catalyst specified. The product is [Cl:1][C:2]1[CH:3]=[N:4][C:5]2[N:6]([N:8]=[C:9]([C:11]([N:16]3[CH2:17][CH2:18][C:19]4[C:24](=[CH:23][C:22]([C:25]([F:26])([F:28])[F:27])=[CH:21][CH:20]=4)[CH:15]3[CH3:14])=[O:13])[CH:10]=2)[CH:7]=1. The yield is 0.160. (2) The catalyst is O. The reactants are F[C:2]1[CH:7]=[CH:6][C:5]([N+:8]([O-:10])=[O:9])=[C:4]([O:11][CH3:12])[C:3]=1[F:13].CS(C)=O.[CH:18]([N:21]1[CH2:26][CH2:25][NH:24][CH2:23][CH2:22]1)([CH3:20])[CH3:19].C(=O)([O-])[O-].[K+].[K+]. The yield is 1.00. The product is [F:13][C:3]1[C:4]([O:11][CH3:12])=[C:5]([N+:8]([O-:10])=[O:9])[CH:6]=[CH:7][C:2]=1[N:24]1[CH2:25][CH2:26][N:21]([CH:18]([CH3:20])[CH3:19])[CH2:22][CH2:23]1. (3) The reactants are P(Cl)(Cl)(Cl)=O.[CH2:6]([O:13][C:14]1[C:19]2[CH:20]=[CH:21][O:22][C:18]=2[CH:17]=[CH:16][CH:15]=1)[C:7]1[CH:12]=[CH:11][CH:10]=[CH:9][CH:8]=1.[C:23]([O-])(=[O:25])C.[Na+]. The catalyst is CN(C)C=O. The product is [CH2:6]([O:13][C:14]1[C:19]2[CH:20]=[CH:21][O:22][C:18]=2[C:17]([CH:23]=[O:25])=[CH:16][CH:15]=1)[C:7]1[CH:8]=[CH:9][CH:10]=[CH:11][CH:12]=1. The yield is 0.170. (4) The reactants are C(O)(C(F)(F)F)=O.[O:8]1[CH2:12][CH2:11][O:10][CH:9]1[C:13]1[CH:14]=[CH:15][C:16]([C:19]2[S:27][C:26]3[C:21](=[N:22][CH:23]=[CH:24][C:25]=3[O:28][C:29]3[CH:34]=[CH:33][C:32]([NH:35][C:36](=[O:49])[NH:37][CH:38]4[CH2:41][N:40](C(OC(C)(C)C)=O)[CH2:39]4)=[CH:31][C:30]=3[F:50])[CH:20]=2)=[N:17][CH:18]=1. The catalyst is C(Cl)Cl. The product is [O:8]1[CH2:12][CH2:11][O:10][CH:9]1[C:13]1[CH:14]=[CH:15][C:16]([C:19]2[S:27][C:26]3[C:21](=[N:22][CH:23]=[CH:24][C:25]=3[O:28][C:29]3[CH:34]=[CH:33][C:32]([NH:35][C:36]([NH:37][CH:38]4[CH2:39][NH:40][CH2:41]4)=[O:49])=[CH:31][C:30]=3[F:50])[CH:20]=2)=[N:17][CH:18]=1. The yield is 0.590. (5) The reactants are Cl[C:2]1[CH:3]=[CH:4][C:5]2[N:6]([C:8]([C:11]([O:13][CH2:14][CH3:15])=[O:12])=[CH:9][N:10]=2)[N:7]=1.[OH:16][C:17]1[CH:22]=[CH:21][CH:20]=[CH:19][C:18]=1B(O)O. The catalyst is O1CCOCC1.CCOC(C)=O.C1C=CC([P]([Pd]([P](C2C=CC=CC=2)(C2C=CC=CC=2)C2C=CC=CC=2)([P](C2C=CC=CC=2)(C2C=CC=CC=2)C2C=CC=CC=2)[P](C2C=CC=CC=2)(C2C=CC=CC=2)C2C=CC=CC=2)(C2C=CC=CC=2)C2C=CC=CC=2)=CC=1. The product is [OH:16][C:17]1[CH:22]=[CH:21][CH:20]=[CH:19][C:18]=1[C:2]1[CH:3]=[CH:4][C:5]2[N:6]([C:8]([C:11]([O:13][CH2:14][CH3:15])=[O:12])=[CH:9][N:10]=2)[N:7]=1. The yield is 0.478.